From a dataset of Catalyst prediction with 721,799 reactions and 888 catalyst types from USPTO. Predict which catalyst facilitates the given reaction. (1) Reactant: [Br:1][C:2]1[CH:8]=[C:7]([Cl:9])[CH:6]=[CH:5][C:3]=1[NH2:4].CO[CH:12]1[CH2:16][CH2:15][CH:14](OC)O1. Product: [Br:1][C:2]1[CH:8]=[C:7]([Cl:9])[CH:6]=[CH:5][C:3]=1[N:4]1[CH:12]=[CH:16][CH:15]=[CH:14]1. The catalyst class is: 15. (2) Reactant: [H-].[Na+].[S:3]1[C:7]2[CH:8]=[CH:9][CH:10]=[CH:11][C:6]=2[N:5]=[C:4]1[C:12]1[C:20]2[CH2:19][CH2:18][NH:17][C:16](=[O:21])[C:15]=2[S:14][C:13]=1[NH:22][C:23](=[O:25])[CH3:24].[CH2:26](I)[CH3:27]. Product: [S:3]1[C:7]2[CH:8]=[CH:9][CH:10]=[CH:11][C:6]=2[N:5]=[C:4]1[C:12]1[C:20]2[CH2:19][CH2:18][N:17]([CH2:26][CH3:27])[C:16](=[O:21])[C:15]=2[S:14][C:13]=1[NH:22][C:23](=[O:25])[CH3:24]. The catalyst class is: 204. (3) Reactant: [C:1]([O:5][C:6](=[O:18])[NH:7][C@@H:8]([CH2:11][C:12]1[CH:17]=[CH:16][CH:15]=[CH:14][CH:13]=1)[CH2:9][OH:10])([CH3:4])([CH3:3])[CH3:2].[H-].[Na+].[C:21]([O:25][C:26](=[O:35])[C:27]1[CH:32]=[CH:31][C:30]([CH2:33]Br)=[CH:29][CH:28]=1)([CH3:24])([CH3:23])[CH3:22]. Product: [C:21]([O:25][C:26](=[O:35])[C:27]1[CH:28]=[CH:29][C:30]([CH2:33][O:10][CH2:9][C@@H:8]([NH:7][C:6]([O:5][C:1]([CH3:4])([CH3:2])[CH3:3])=[O:18])[CH2:11][C:12]2[CH:17]=[CH:16][CH:15]=[CH:14][CH:13]=2)=[CH:31][CH:32]=1)([CH3:24])([CH3:23])[CH3:22]. The catalyst class is: 3. (4) Reactant: [CH2:1]1[C:3]2([CH2:7][CH2:6][C@H:5]([CH2:8][O:9][C:10]3[CH:19]=[C:18]4[C:13]([C:14]([O:20][C:21]5[CH:26]=[CH:25][C:24]([NH:27][C:28]([C:30]6[C:31](=[O:43])[N:32](C7C=CC=CC=7)N(C)[C:34]=6[CH3:35])=[O:29])=[CH:23][C:22]=5[F:44])=[CH:15][CH:16]=[N:17]4)=[CH:12][CH:11]=3)[O:4]2)[CH2:2]1.O[C:46]1[CH:55]=[C:54]2[C:49](C(O[C:46]3[CH:55]=[CH:54][C:49](N([C:46]4[CH:55]=[CH:54][CH:49]=[CH:48][CH:47]=4)C(C4(C(N)=O)CC4)=O)=[CH:48][C:47]=3F)=CC=N2)=[CH:48][CH:47]=1.C(=O)([O-])[O-].[Cs+].[Cs+]. Product: [CH2:1]1[C:3]2([CH2:7][CH2:6][C@H:5]([CH2:8][O:9][C:10]3[CH:19]=[C:18]4[C:13]([C:14]([O:20][C:21]5[CH:26]=[CH:25][C:24]([N:27]([C:46]6[CH:55]=[CH:54][CH:49]=[CH:48][CH:47]=6)[C:28]([C:30]6([C:31]([NH2:32])=[O:43])[CH2:35][CH2:34]6)=[O:29])=[CH:23][C:22]=5[F:44])=[CH:15][CH:16]=[N:17]4)=[CH:12][CH:11]=3)[O:4]2)[CH2:2]1. The catalyst class is: 80. (5) Reactant: [NH2:1][C:2]1[CH:7]=[CH:6][C:5](/[CH:8]=[CH:9]/[C:10]([C:12]2[CH:13]=[N:14][CH:15]=[CH:16][CH:17]=2)=[O:11])=[CH:4][CH:3]=1.[CH3:18][C:19](OCC1C2C(=CC=CC=2)C(COC(C)=O)=C2C=1C=CC=C2)=[O:20]. Product: [C:19]([NH:1][C:2]1[CH:3]=[CH:4][C:5](/[CH:8]=[CH:9]/[C:10]([C:12]2[CH:13]=[N:14][CH:15]=[CH:16][CH:17]=2)=[O:11])=[CH:6][CH:7]=1)(=[O:20])[CH3:18]. The catalyst class is: 17. (6) Reactant: [NH2:1][C:2]1[N:7]=[CH:6][N:5]=[C:4]([N:8]2[C:12]3[CH:13]=[C:14]([C:17]#[C:18][CH:19]([CH:21]4[CH2:24][CH:23]([O:25][Si](C(C)(C)C)(C)C)[CH2:22]4)[OH:20])[CH:15]=[CH:16][C:11]=3[N:10]=[C:9]2[CH3:33])[N:3]=1.[F-].C([N+](CCCC)(CCCC)CCCC)CCC. Product: [NH2:1][C:2]1[N:7]=[CH:6][N:5]=[C:4]([N:8]2[C:12]3[CH:13]=[C:14]([C:17]#[C:18][CH:19]([CH:21]4[CH2:22][CH:23]([OH:25])[CH2:24]4)[OH:20])[CH:15]=[CH:16][C:11]=3[N:10]=[C:9]2[CH3:33])[N:3]=1. The catalyst class is: 7.